The task is: Predict the reaction yield, written as a fraction of the theoretical maximum amount of product (1.0 means a 100% yield; for example, 0.34 means a 34% yield).. This data is from Reaction yield outcomes from USPTO patents with 853,638 reactions. (1) The reactants are Br[C:2]1[CH:3]=[C:4]2[O:10][C:9]([NH:11][C:12]([O:14][C:15]([CH3:18])([CH3:17])[CH3:16])=[O:13])=[C:8]([C:19]([O:21][CH2:22][CH3:23])=[O:20])[C:5]2=[N:6][CH:7]=1.[CH2:24]([Zn]CC)[CH3:25].CCCCCC. The catalyst is C1COCC1.C1C=CC([P]([Pd]([P](C2C=CC=CC=2)(C2C=CC=CC=2)C2C=CC=CC=2)([P](C2C=CC=CC=2)(C2C=CC=CC=2)C2C=CC=CC=2)[P](C2C=CC=CC=2)(C2C=CC=CC=2)C2C=CC=CC=2)(C2C=CC=CC=2)C2C=CC=CC=2)=CC=1. The product is [C:15]([O:14][C:12]([NH:11][C:9]1[O:10][C:4]2[C:5](=[N:6][CH:7]=[C:2]([CH2:24][CH3:25])[CH:3]=2)[C:8]=1[C:19]([O:21][CH2:22][CH3:23])=[O:20])=[O:13])([CH3:18])([CH3:17])[CH3:16]. The yield is 0.691. (2) The reactants are [N+:1]([C:4]1[CH:5]=[C:6]([N:10]2[CH2:13][CH2:12][CH2:11]2)[CH:7]=[CH:8][CH:9]=1)([O-])=O. The catalyst is C(OCC)(=O)C.[Pd]. The product is [N:10]1([C:6]2[CH:5]=[C:4]([CH:9]=[CH:8][CH:7]=2)[NH2:1])[CH2:11][CH2:12][CH2:13]1. The yield is 0.900. (3) The reactants are [CH2:1]([O:3][C:4](=[O:22])[C@H:5]([CH2:14][C:15]1[CH:20]=[CH:19][C:18](O)=[CH:17][CH:16]=1)[NH:6]C(OC(C)(C)C)=O)[CH3:2].C(=O)([O-])[O-].[K+].[K+].[CH3:29][OH:30].C(Cl)Cl.[CH3:34][N:35]([CH:37]=O)C. No catalyst specified. The product is [C:29]1([O:30][C:18]2[CH:17]=[CH:16][C:15]([CH2:14][C@H:5]([NH2:6])[C:4]([O:3][CH2:1][CH3:2])=[O:22])=[CH:20][CH:19]=2)[C:20]2[C:15](=[CH:16][CH:34]=[N:35][CH:37]=2)[CH:14]=[CH:5][N:6]=1. The yield is 0.710. (4) The yield is 0.260. The reactants are [CH3:1][O:2][C:3](=[O:15])[C:4]1[CH:9]=[CH:8][CH:7]=[C:6]([NH:10][S:11]([CH3:14])(=[O:13])=[O:12])[CH:5]=1.[C:16]1(B(O)O)[CH:21]=[CH:20][CH:19]=[CH:18][CH:17]=1.CCN(CC)CC. The catalyst is C(Cl)Cl.CC([O-])=O.CC([O-])=O.[Cu+2]. The product is [CH3:1][O:2][C:3](=[O:15])[C:4]1[CH:9]=[CH:8][CH:7]=[C:6]([N:10]([S:11]([CH3:14])(=[O:13])=[O:12])[C:16]2[CH:21]=[CH:20][CH:19]=[CH:18][CH:17]=2)[CH:5]=1. (5) The reactants are Cl.[CH3:2][S:3]([C:6]1[CH:11]=[CH:10][C:9]([NH:12][NH2:13])=[CH:8][CH:7]=1)(=[O:5])=[O:4].C[O-].[Na+].CO.C(O[CH:22]=[C:23]([C:26]#[N:27])[C:24]#[N:25])C. The yield is 0.260. The catalyst is CCOC(C)=O.O. The product is [NH2:27][C:26]1[N:12]([C:9]2[CH:8]=[CH:7][C:6]([S:3]([CH3:2])(=[O:5])=[O:4])=[CH:11][CH:10]=2)[N:13]=[CH:22][C:23]=1[C:24]#[N:25]. (6) The reactants are [CH3:1][C:2]1[C:7]([N+:8]([O-])=O)=[CH:6][CH:5]=[C:4]([C:11]([S:14]([CH3:17])(=[O:16])=[O:15])([CH3:13])[CH3:12])[N:3]=1. The catalyst is C(O)(=O)C.[Zn]. The product is [CH3:1][C:2]1[C:7]([NH2:8])=[CH:6][CH:5]=[C:4]([C:11]([S:14]([CH3:17])(=[O:16])=[O:15])([CH3:13])[CH3:12])[N:3]=1. The yield is 0.590. (7) The reactants are C(S[C:9]1[CH:10]=[C:11]2[C:16](=[CH:17][CH:18]=1)[N:15]([C:19]1[CH:24]=[C:23]([Br:25])[CH:22]=[CH:21][C:20]=1[O:26][CH3:27])[C:14](=[O:28])[CH:13]=[CH:12]2)C1C=CC=CC=1.ClN1C(C)(C)C(=O)N(Cl)C1=O.[S:40](Cl)(Cl)(=[O:42])=[O:41].[F:45][C:46]1[C:51]([F:52])=[C:50]([F:53])[C:49]([F:54])=[C:48]([F:55])[C:47]=1[OH:56]. The catalyst is CC#N.CC(O)=O.O. The product is [Br:25][C:23]1[CH:22]=[CH:21][C:20]([O:26][CH3:27])=[C:19]([N:15]2[C:16]3[C:11](=[CH:10][C:9]([S:40]([O:56][C:47]4[C:46]([F:45])=[C:51]([F:52])[C:50]([F:53])=[C:49]([F:54])[C:48]=4[F:55])(=[O:42])=[O:41])=[CH:18][CH:17]=3)[CH:12]=[CH:13][C:14]2=[O:28])[CH:24]=1. The yield is 0.850.